Dataset: Reaction yield outcomes from USPTO patents with 853,638 reactions. Task: Predict the reaction yield, written as a fraction of the theoretical maximum amount of product (1.0 means a 100% yield; for example, 0.34 means a 34% yield). (1) The reactants are [CH2:1]([C:3]1[C:11]2[C:10]([C:12]([O:14][CH2:15][CH3:16])=[O:13])=[CH:9][C:8](O)=[N:7][C:6]=2[NH:5][N:4]=1)[CH3:2].P(Br)(Br)([Br:20])=O. The catalyst is C(#N)C. The product is [Br:20][C:8]1[CH:9]=[C:10]([C:12]([O:14][CH2:15][CH3:16])=[O:13])[C:11]2[C:3]([CH2:1][CH3:2])=[N:4][NH:5][C:6]=2[N:7]=1. The yield is 0.685. (2) The reactants are [CH2:1]([O:3][CH:4](OCC)[CH:5]1[C:14]2([CH2:19][CH2:18][N:17](C(OC(C)(C)C)=O)[CH2:16][CH2:15]2)[O:13][C:12]2[C:7](=[CH:8][CH:9]=[CH:10][CH:11]=2)[C:6]1=[O:27])[CH3:2].[ClH:31]. The catalyst is C1(C)C=CC=CC=1. The product is [ClH:31].[CH2:1]([O:3]/[CH:4]=[C:5]1\[C:6](=[O:27])[C:7]2[C:12]([O:13][C:14]3\1[CH2:19][CH2:18][NH:17][CH2:16][CH2:15]3)=[CH:11][CH:10]=[CH:9][CH:8]=2)[CH3:2]. The yield is 0.630.